Predict the product of the given reaction. From a dataset of Forward reaction prediction with 1.9M reactions from USPTO patents (1976-2016). (1) Given the reactants [F:1][C:2]([F:27])([F:26])[C:3]1[CH:4]=[C:5]([C:13]2[N:14]=[CH:15][N:16](/[CH:18]=[CH:19]\[C:20]([O:22]C(C)C)=[O:21])[CH:17]=2)[CH:6]=[C:7]([C:9]([F:12])([F:11])[F:10])[CH:8]=1.O.O[Li].O.Cl, predict the reaction product. The product is: [F:12][C:9]([F:10])([F:11])[C:7]1[CH:6]=[C:5]([C:13]2[N:14]=[CH:15][N:16](/[CH:18]=[CH:19]\[C:20]([OH:22])=[O:21])[CH:17]=2)[CH:4]=[C:3]([C:2]([F:1])([F:27])[F:26])[CH:8]=1. (2) Given the reactants [CH3:1][C:2]1[O:8][C:7]([CH3:9])=[CH:6][C:4](=[O:5])[CH:3]=1, predict the reaction product. The product is: [CH3:9][C@@H:7]1[CH2:6][C:4](=[O:5])[CH2:3][C@H:2]([CH3:1])[O:8]1. (3) Given the reactants C1(N=C=NC2CCCCC2)CCCCC1.[C:16]1([S:22]([CH2:25][C:26]2[CH:31]=[CH:30][C:29]([C:32]3[CH:36]=[CH:35][O:34][C:33]=3[C:37]([OH:39])=[O:38])=[C:28](O)[C:27]=2[C:41]([O:43][C:44]([CH3:47])([CH3:46])[CH3:45])=[O:42])(=[O:24])=[O:23])[CH:21]=[CH:20][CH:19]=[CH:18][CH:17]=1.O, predict the reaction product. The product is: [C:16]1([S:22]([CH2:25][C:26]2[C:27]([C:41]([O:43][C:44]([CH3:47])([CH3:45])[CH3:46])=[O:42])=[C:28]3[C:29]([C:32]4[CH:36]=[CH:35][O:34][C:33]=4[C:37](=[O:39])[O:38]3)=[CH:30][CH:31]=2)(=[O:23])=[O:24])[CH:17]=[CH:18][CH:19]=[CH:20][CH:21]=1. (4) Given the reactants C([N:8]1[CH2:13][CH2:12][CH:11]([C:14]([N:16]2[CH2:21][CH:20]([CH3:22])[NH:19][CH:18]([CH3:23])[CH2:17]2)=[O:15])[CH2:10][CH2:9]1)C1C=CC=CC=1, predict the reaction product. The product is: [CH3:22][CH:20]1[NH:19][CH:18]([CH3:23])[CH2:17][N:16]([C:14]([CH:11]2[CH2:12][CH2:13][NH:8][CH2:9][CH2:10]2)=[O:15])[CH2:21]1.